From a dataset of CYP3A4 inhibition data for predicting drug metabolism from PubChem BioAssay. Regression/Classification. Given a drug SMILES string, predict its absorption, distribution, metabolism, or excretion properties. Task type varies by dataset: regression for continuous measurements (e.g., permeability, clearance, half-life) or binary classification for categorical outcomes (e.g., BBB penetration, CYP inhibition). Dataset: cyp3a4_veith. (1) The drug is CNc1nc(-c2ccoc2)nc2ccccc12. The result is 1 (inhibitor). (2) The molecule is N#Cc1cccc(NC(=O)N2CC[C@@]3(CCCN(C(=O)c4csnn4)C3)C2)c1. The result is 1 (inhibitor). (3) The drug is O=c1c2ccccc2nnn1CSc1nnc(COc2ccc(Cl)cc2)n1Cc1ccco1. The result is 1 (inhibitor). (4) The drug is CSc1ccc(NC(=O)NCCN2CCc3ccccc3C2)cc1. The result is 0 (non-inhibitor). (5) The compound is CC(/C=C1\N=C(SCc2ccccc2Cl)SC1=O)=C\c1ccccc1. The result is 1 (inhibitor). (6) The compound is COc1ccc2[nH]cc(CCNc3ncncc3-c3c(C)noc3C)c2c1. The result is 1 (inhibitor). (7) The drug is C[C@@H](O)COc1ccc([As](=O)(O)O)cc1N. The result is 0 (non-inhibitor). (8) The compound is O=C(NCc1ccccn1)[C@H]1C[C@@H]1[C@H](NP(=O)(c1ccccc1)c1ccccc1)c1ccccc1. The result is 1 (inhibitor). (9) The molecule is CCOC(=O)C1=C(C)C(c2ccccc2OC)NC(=S)N1. The result is 0 (non-inhibitor). (10) The drug is COc1cccc(NC(=O)c2oc3ccccc3c2NC(C)=O)c1. The result is 1 (inhibitor).